From a dataset of Reaction yield outcomes from USPTO patents with 853,638 reactions. Predict the reaction yield, written as a fraction of the theoretical maximum amount of product (1.0 means a 100% yield; for example, 0.34 means a 34% yield). (1) The reactants are [Br:1]N1C(=O)CCC1=O.C1(P(C2C=CC=CC=2)C2C=CC=CC=2)C=CC=CC=1.[CH:28]1[C:37]2[C:32](=[CH:33][CH:34]=[CH:35][CH:36]=2)[CH:31]=[CH:30][C:29]=1[CH2:38][O:39][CH2:40][CH2:41]O. The catalyst is C(Cl)Cl.[Al]. The product is [Br:1][CH2:41][CH2:40][O:39][CH2:38][C:29]1[CH:30]=[CH:31][C:32]2[C:37](=[CH:36][CH:35]=[CH:34][CH:33]=2)[CH:28]=1. The yield is 0.430. (2) The reactants are CO.[C:3]([O:8][CH3:9])(=[O:7])[C:4]([CH3:6])=O.[C:10]1([C@H:16]([NH2:18])[CH3:17])[CH:15]=[CH:14][CH:13]=[CH:12][CH:11]=1.C(=O)(O)[O-].[Na+]. The catalyst is C(O)=O. The product is [C:10]1([C@H:16]([NH:18][CH:4]([CH3:6])[C:3]([O:8][CH3:9])=[O:7])[CH3:17])[CH:15]=[CH:14][CH:13]=[CH:12][CH:11]=1. The yield is 0.490. (3) The reactants are [CH3:1][C:2]1[S:23][C:5]2=[N:6][C:7]([CH3:22])=[C:8]([CH2:17][C:18]([O:20][CH3:21])=[O:19])[C:9]([C:10]3[CH:15]=[CH:14][C:13]([CH3:16])=[CH:12][CH:11]=3)=[C:4]2[C:3]=1[CH3:24].[Li+].C[Si]([N-][Si](C)(C)C)(C)C.[CH2:35]1[CH2:39]OC[CH2:36]1.ICCC. The catalyst is CN(C=O)C. The product is [CH3:1][C:2]1[S:23][C:5]2=[N:6][C:7]([CH3:22])=[C:8]([CH:17]([CH2:36][CH2:35][CH3:39])[C:18]([O:20][CH3:21])=[O:19])[C:9]([C:10]3[CH:11]=[CH:12][C:13]([CH3:16])=[CH:14][CH:15]=3)=[C:4]2[C:3]=1[CH3:24]. The yield is 0.580. (4) The reactants are C([O:4][CH:5]([C:8]1[C:13]2[N:14]3[CH2:20][CH2:19][CH2:18][N:17]([C:21]4[CH:26]=[CH:25][C:24]([Cl:27])=[CH:23][C:22]=4[Cl:28])[C:15]3=[N:16][C:12]=2[C:11]([Cl:29])=[CH:10][CH:9]=1)[CH2:6][CH3:7])(=O)C.C(=O)([O-])[O-].[K+].[K+]. The catalyst is CO. The product is [Cl:29][C:11]1[C:12]2[N:16]=[C:15]3[N:17]([C:21]4[CH:26]=[CH:25][C:24]([Cl:27])=[CH:23][C:22]=4[Cl:28])[CH2:18][CH2:19][CH2:20][N:14]3[C:13]=2[C:8]([CH:5]([OH:4])[CH2:6][CH3:7])=[CH:9][CH:10]=1. The yield is 0.710. (5) The reactants are [O:1]1[CH2:3][C@H:2]1[C:4]([O:6][CH3:7])=[O:5].FC(F)(F)S([O-])(=O)=O.[Mg+2].FC(F)(F)S([O-])(=O)=[O:20].[CH3:25][CH:26](O)[CH3:27]. The catalyst is C(OCC)(=O)C. The product is [OH:20][C@@H:2]([CH2:3][O:1][CH:26]([CH3:27])[CH3:25])[C:4]([O:6][CH3:7])=[O:5]. The yield is 0.760. (6) The reactants are [F:1][C:2]1[CH:3]=[C:4]([NH:9][C:10]([NH:12][C:13](=[O:22])[CH2:14][C:15]2[CH:20]=[CH:19][C:18]([F:21])=[CH:17][CH:16]=2)=[S:11])[CH:5]=[CH:6][C:7]=1[OH:8].[C:23]([O:29][C:30]1[C:31]([CH3:40])=[C:32]2[N:37]([CH:38]=1)[N:36]=[CH:35][N:34]=[C:33]2Cl)(=[O:28])[C:24]([CH3:27])([CH3:26])[CH3:25].N12CCN(CC1)CC2. The catalyst is CC#N. The product is [C:23]([O:29][C:30]1[C:31]([CH3:40])=[C:32]2[N:37]([CH:38]=1)[N:36]=[CH:35][N:34]=[C:33]2[O:8][C:7]1[CH:6]=[CH:5][C:4]([NH:9][C:10]([NH:12][C:13](=[O:22])[CH2:14][C:15]2[CH:16]=[CH:17][C:18]([F:21])=[CH:19][CH:20]=2)=[S:11])=[CH:3][C:2]=1[F:1])(=[O:28])[C:24]([CH3:27])([CH3:26])[CH3:25]. The yield is 0.860.